The task is: Predict the product of the given reaction.. This data is from Forward reaction prediction with 1.9M reactions from USPTO patents (1976-2016). (1) The product is: [F:9][C:10]([F:15])([F:14])[CH2:11][N:12]1[CH:6]=[C:3]([CH:2]=[O:1])[CH:4]=[N:13]1. Given the reactants [OH:1][CH:2]=[C:3]([CH:6]=O)[CH:4]=O.Cl.[F:9][C:10]([F:15])([F:14])[CH2:11][NH:12][NH2:13], predict the reaction product. (2) Given the reactants [H-].[Al+3].[Li+].[H-].[H-].[H-].[CH2:7]([C:11]1[CH:12]=[C:13]([CH:16]=[CH:17][CH:18]=1)[C:14]#[N:15])[CH2:8][CH2:9][CH3:10].[OH-].[Na+], predict the reaction product. The product is: [CH2:7]([C:11]1[CH:12]=[C:13]([CH:16]=[CH:17][CH:18]=1)[CH2:14][NH2:15])[CH2:8][CH2:9][CH3:10]. (3) Given the reactants Br[CH2:2][CH2:3][CH2:4][C:5]([C:20]#[N:21])([C:10]1[CH:15]=[CH:14][C:13]([O:16][CH3:17])=[C:12]([O:18][CH3:19])[CH:11]=1)[C:6]([O:8][CH3:9])=[O:7].[CH3:22][NH:23][CH2:24][CH2:25][C:26]1[CH:35]=[CH:34][C:29]([C:30]([O:32][CH3:33])=[O:31])=[CH:28][CH:27]=1, predict the reaction product. The product is: [C:20]([C:5]([C:10]1[CH:15]=[CH:14][C:13]([O:16][CH3:17])=[C:12]([O:18][CH3:19])[CH:11]=1)([C:6]([O:8][CH3:9])=[O:7])[CH2:4][CH2:3][CH2:2][N:23]([CH3:22])[CH2:24][CH2:25][C:26]1[CH:35]=[CH:34][C:29]([C:30]([O:32][CH3:33])=[O:31])=[CH:28][CH:27]=1)#[N:21].